The task is: Predict the reactants needed to synthesize the given product.. This data is from Full USPTO retrosynthesis dataset with 1.9M reactions from patents (1976-2016). (1) Given the product [F:11][C:12]1([F:20])[CH2:16][CH2:15][CH:14]([C:17]([NH:10][C:6]2[CH:5]=[C:4]3[C:9](=[CH:8][CH:7]=2)[NH:1][CH:2]=[CH:3]3)=[O:18])[CH2:13]1, predict the reactants needed to synthesize it. The reactants are: [NH:1]1[C:9]2[C:4](=[CH:5][C:6]([NH2:10])=[CH:7][CH:8]=2)[CH:3]=[CH:2]1.[F:11][C:12]1([F:20])[CH2:16][CH2:15][CH:14]([C:17](O)=[O:18])[CH2:13]1.CN(C(ON1N=NC2C=CC=NC1=2)=[N+](C)C)C.F[P-](F)(F)(F)(F)F.CCN(C(C)C)C(C)C. (2) Given the product [F:37][C:38]([F:43])([F:42])[C:39]([O-:41])=[O:40].[NH3+:24][CH2:23][CH2:22][CH2:21][CH2:20][CH2:19][C:18]([NH:17][C:14]([CH3:16])([CH3:15])[CH2:13][O:12][C:10]1[CH:9]=[CH:8][CH:7]=[C:6]2[C:11]=1[C:2]([NH3+:1])=[C:3]([C:34]([OH:36])=[O:35])[C:4]([CH3:33])=[N:5]2)=[O:32].[F:37][C:38]([F:43])([F:42])[C:39]([O-:41])=[O:40], predict the reactants needed to synthesize it. The reactants are: [NH2:1][C:2]1[C:11]2[C:6](=[CH:7][CH:8]=[CH:9][C:10]=2[O:12][CH2:13][C:14]([NH:17][C:18](=[O:32])[CH2:19][CH2:20][CH2:21][CH2:22][CH2:23][NH:24]C(OC(C)(C)C)=O)([CH3:16])[CH3:15])[N:5]=[C:4]([CH3:33])[C:3]=1[C:34]([OH:36])=[O:35].[F:37][C:38]([F:43])([F:42])[C:39]([OH:41])=[O:40]. (3) Given the product [F:1][C:2]([F:17])([F:16])/[C:3](/[C:5]1[CH:6]=[C:7]([CH:13]=[CH:14][CH:15]=1)[C:8]([O:10][CH2:11][CH3:12])=[O:9])=[N:25]/[OH:26], predict the reactants needed to synthesize it. The reactants are: [F:1][C:2]([F:17])([F:16])[C:3]([C:5]1[CH:6]=[C:7]([CH:13]=[CH:14][CH:15]=1)[C:8]([O:10][CH2:11][CH3:12])=[O:9])=O.N1C=CC=CC=1.Cl.[NH2:25][OH:26]. (4) Given the product [CH2:1]([O:3][C:4](=[O:19])[CH:5]([O:16][CH2:17][CH3:18])[CH2:6][C:7]1[CH:15]=[CH:14][CH:13]=[C:12]2[C:8]=1[CH:9]=[CH:10][N:11]2[CH2:21][C:22]1[N:23]=[C:24]([C:28]2[CH:33]=[CH:32][C:31]([O:34][CH:35]([CH3:37])[CH3:36])=[CH:30][CH:29]=2)[O:25][C:26]=1[CH3:27])[CH3:2], predict the reactants needed to synthesize it. The reactants are: [CH2:1]([O:3][C:4](=[O:19])[CH:5]([O:16][CH2:17][CH3:18])[CH2:6][C:7]1[CH:15]=[CH:14][CH:13]=[C:12]2[C:8]=1[CH:9]=[CH:10][NH:11]2)[CH3:2].Cl[CH2:21][C:22]1[N:23]=[C:24]([C:28]2[CH:33]=[CH:32][C:31]([O:34][CH:35]([CH3:37])[CH3:36])=[CH:30][CH:29]=2)[O:25][C:26]=1[CH3:27].[H-].[Na+].